This data is from Reaction yield outcomes from USPTO patents with 853,638 reactions. The task is: Predict the reaction yield, written as a fraction of the theoretical maximum amount of product (1.0 means a 100% yield; for example, 0.34 means a 34% yield). (1) The reactants are C1(P(C2C=CC=CC=2)C2C=CC=CC=2)C=CC=CC=1.[C:20]([Cl:24])(Cl)(Cl)Cl.[CH2:25]([O:32][C:33]1[C:42]2[C:37](=[CH:38][CH:39]=[C:40]([F:43])[CH:41]=2)[CH:36]=[C:35](CO)[CH:34]=1)[C:26]1[CH:31]=[CH:30][CH:29]=[CH:28][CH:27]=1. The catalyst is O1CCCC1.O. The product is [CH2:25]([O:32][C:33]1[C:42]2[C:37](=[CH:38][CH:39]=[C:40]([F:43])[CH:41]=2)[CH:36]=[C:35]([CH2:20][Cl:24])[CH:34]=1)[C:26]1[CH:27]=[CH:28][CH:29]=[CH:30][CH:31]=1. The yield is 0.875. (2) The reactants are [CH3:1][C:2]1([CH3:25])[C:6]([CH3:8])([CH3:7])[O:5][B:4]([C:9]2[CH:10]=[C:11]3[C:15](=[CH:16][CH:17]=2)[N:14](C(OC(C)(C)C)=O)[CH2:13][CH2:12]3)[O:3]1.FC(F)(F)C(O)=O.C([O-])(O)=O.[Na+]. The catalyst is C(Cl)Cl. The product is [CH3:7][C:6]1([CH3:8])[C:2]([CH3:1])([CH3:25])[O:3][B:4]([C:9]2[CH:10]=[C:11]3[C:15](=[CH:16][CH:17]=2)[NH:14][CH2:13][CH2:12]3)[O:5]1. The yield is 0.870. (3) The reactants are C(C1C=C(NC2N=C(NC3C=CC=C(C(O)=O)C=3)C(F)=CN=2)C=CC=1)(O)=O.C[O:29][C:30]([C:32]1[CH:37]=[CH:36][C:35]([NH:38][C:39]2[N:44]=[C:43]([NH:45][C:46]3[CH:51]=[CH:50][C:49]([C:52]([O:54]C)=[O:53])=[CH:48][CH:47]=3)[C:42]([F:56])=[CH:41][N:40]=2)=[CH:34][CH:33]=1)=[O:31].[OH-].[Na+]. No catalyst specified. The product is [C:30]([C:32]1[CH:37]=[CH:36][C:35]([NH:38][C:39]2[N:44]=[C:43]([NH:45][C:46]3[CH:51]=[CH:50][C:49]([C:52]([OH:54])=[O:53])=[CH:48][CH:47]=3)[C:42]([F:56])=[CH:41][N:40]=2)=[CH:34][CH:33]=1)([OH:31])=[O:29]. The yield is 0.590. (4) The reactants are [C:1]([C:4]1[CH:9]=[CH:8][C:7]([S:10]([NH2:13])(=[O:12])=[O:11])=[CH:6][CH:5]=1)(=[O:3])[CH3:2].[CH3:14][O:15][C:16]1[C:23]([C:24]2[S:25][CH:26]=[CH:27][CH:28]=2)=[CH:22][C:19]([CH:20]=O)=[C:18]([O:29][CH2:30][C:31]2[NH:35][N:34]=[N:33][N:32]=2)[CH:17]=1. No catalyst specified. The product is [CH3:14][O:15][C:16]1[C:23]([C:24]2[S:25][CH:26]=[CH:27][CH:28]=2)=[CH:22][C:19](/[CH:20]=[CH:2]/[C:1]([C:4]2[CH:5]=[CH:6][C:7]([S:10]([NH2:13])(=[O:11])=[O:12])=[CH:8][CH:9]=2)=[O:3])=[C:18]([O:29][CH2:30][C:31]2[NH:32][N:33]=[N:34][N:35]=2)[CH:17]=1. The yield is 0.600. (5) The reactants are [NH2:1][C:2]1[N:7]=[C:6]([NH2:8])[C:5]([O:9][C:10]2[C:15]([CH:16]([CH3:18])[CH3:17])=[CH:14][C:13]([OH:19])=[C:12]([I:20])[CH:11]=2)=[CH:4][N:3]=1.Br[CH2:22][CH2:23][O:24][Si:25]([C:28](C)(C)C)([CH3:27])[CH3:26].C([O-])([O-])=O.[K+].[K+]. The catalyst is CN(C=O)C. The product is [I:20][C:12]1[C:13]([O:19][CH2:22][CH2:23][O:24][Si:25]([CH3:28])([CH3:27])[CH3:26])=[CH:14][C:15]([CH:16]([CH3:18])[CH3:17])=[C:10]([CH:11]=1)[O:9][C:5]1[C:6]([NH2:8])=[N:7][C:2]([NH2:1])=[N:3][CH:4]=1. The yield is 0.900. (6) The reactants are [Cl:1][C:2]1[CH:7]=[C:6]([Cl:8])[N:5]=[C:4]([NH:9][C:10]2[C:11]([NH2:17])=[CH:12][CH:13]=[C:14]([F:16])[CH:15]=2)[N:3]=1.[C:18](OCC)(OCC)(OCC)[CH3:19].C(O)(=O)C.C([O-])(O)=O.[Na+]. The catalyst is C(#N)C. The product is [Cl:8][C:6]1[CH:7]=[C:2]([Cl:1])[N:3]=[C:4]([N:9]2[C:10]3[CH:15]=[C:14]([F:16])[CH:13]=[CH:12][C:11]=3[N:17]=[C:18]2[CH3:19])[N:5]=1. The yield is 0.860. (7) The reactants are [CH3:1][O:2][C:3](=[O:29])[C:4]1[CH:9]=[CH:8][C:7]([O:10][CH2:11][CH2:12][CH2:13]Br)=[CH:6][C:5]=1[NH:15][C:16](=[O:28])[C:17]1[CH:22]=[CH:21][C:20]([O:23][C:24]([F:27])([F:26])[F:25])=[CH:19][CH:18]=1.[C:30]1([C:39]2[CH:44]=[CH:43][CH:42]=[CH:41][CH:40]=2)[CH:35]=[CH:34][C:33]([CH:36]=[N:37][OH:38])=[CH:32][CH:31]=1.C(=O)([O-])[O-].[Cs+].[Cs+]. The catalyst is CC(C)=O. The product is [CH3:1][O:2][C:3](=[O:29])[C:4]1[CH:9]=[CH:8][C:7]([O:10][CH2:11][CH2:12][CH2:13][O:38]/[N:37]=[CH:36]/[C:33]2[CH:34]=[CH:35][C:30]([C:39]3[CH:40]=[CH:41][CH:42]=[CH:43][CH:44]=3)=[CH:31][CH:32]=2)=[CH:6][C:5]=1[NH:15][C:16](=[O:28])[C:17]1[CH:22]=[CH:21][C:20]([O:23][C:24]([F:27])([F:26])[F:25])=[CH:19][CH:18]=1. The yield is 0.800. (8) The reactants are [CH2:1]([O:3][C:4]([C:6]([C:9]1[N:10](C(OC(C)(C)C)=O)[C:11]2[C:16]([CH:17]=1)=[CH:15][CH:14]=[CH:13][CH:12]=2)([CH3:8])[CH3:7])=[O:5])[CH3:2]. The catalyst is ClCCl.C(O)(C(F)(F)F)=O. The product is [NH:10]1[C:11]2[C:16](=[CH:15][CH:14]=[CH:13][CH:12]=2)[CH:17]=[C:9]1[C:6]([CH3:7])([CH3:8])[C:4]([O:3][CH2:1][CH3:2])=[O:5]. The yield is 0.780.